From a dataset of Forward reaction prediction with 1.9M reactions from USPTO patents (1976-2016). Predict the product of the given reaction. (1) Given the reactants [CH3:1][O:2][C:3]([C:5]1[CH:6]=[C:7]2[C:11](=[CH:12][CH:13]=1)[NH:10][N:9]=[C:8]2[C:14](=[O:25])[NH:15][CH:16]1[CH2:21][CH2:20][N:19]([CH:22]([CH3:24])[CH3:23])[CH2:18][CH2:17]1)=[O:4].C([O-])([O-])=O.[Cs+].[Cs+].Br[CH2:33][C:34]([NH:36][C:37]1[CH:42]=[CH:41][C:40]([Cl:43])=[CH:39][N:38]=1)=[O:35].O, predict the reaction product. The product is: [CH3:1][O:2][C:3]([C:5]1[CH:6]=[C:7]2[C:11](=[CH:12][CH:13]=1)[N:10]([CH2:33][C:34](=[O:35])[NH:36][C:37]1[CH:42]=[CH:41][C:40]([Cl:43])=[CH:39][N:38]=1)[N:9]=[C:8]2[C:14](=[O:25])[NH:15][CH:16]1[CH2:21][CH2:20][N:19]([CH:22]([CH3:23])[CH3:24])[CH2:18][CH2:17]1)=[O:4]. (2) The product is: [Br:1][C:2]1[N:7]=[C:6]([NH:8][C:10](=[O:11])[O:12][C:13]([CH3:16])([CH3:15])[CH3:14])[CH:5]=[CH:4][C:3]=1[Cl:9]. Given the reactants [Br:1][C:2]1[N:7]=[C:6]([NH2:8])[CH:5]=[CH:4][C:3]=1[Cl:9].[C:10](O[C:10]([O:12][C:13]([CH3:16])([CH3:15])[CH3:14])=[O:11])([O:12][C:13]([CH3:16])([CH3:15])[CH3:14])=[O:11].C(N(CC)CC)C, predict the reaction product. (3) Given the reactants [N+:1]([C:4]1[CH:5]=[CH:6][C:7]([C:11]([F:14])([F:13])[F:12])=[C:8]([OH:10])[CH:9]=1)([O-:3])=[O:2].[C:15]([O:19][C:20]([N:22]1[CH2:26][CH2:25][CH2:24][C@@H:23]1[CH2:27]O)=[O:21])([CH3:18])([CH3:17])[CH3:16].C1C=CC(P(C2C=CC=CC=2)C2C=CC=CC=2)=CC=1.CCOC(/N=N/C(OCC)=O)=O, predict the reaction product. The product is: [N+:1]([C:4]1[CH:5]=[CH:6][C:7]([C:11]([F:12])([F:13])[F:14])=[C:8]([CH:9]=1)[O:10][CH2:27][C@H:23]1[CH2:24][CH2:25][CH2:26][N:22]1[C:20]([O:19][C:15]([CH3:16])([CH3:18])[CH3:17])=[O:21])([O-:3])=[O:2]. (4) Given the reactants [CH2:1]([O:8][CH2:9][CH2:10][CH2:11][C@@H:12]([C:21](O)=O)[NH:13][C:14]([O:16][C:17]([CH3:20])([CH3:19])[CH3:18])=[O:15])[C:2]1[CH:7]=[CH:6][CH:5]=[CH:4][CH:3]=1.[C:24]([C:28]1[CH:33]=[CH:32][C:31]([NH2:34])=[C:30]([NH2:35])[CH:29]=1)([CH3:27])([CH3:26])[CH3:25], predict the reaction product. The product is: [CH2:1]([O:8][CH2:9][CH2:10][CH2:11][C@H:12]([NH:13][C:14](=[O:15])[O:16][C:17]([CH3:18])([CH3:19])[CH3:20])[C:21]1[NH:34][C:31]2[CH:32]=[CH:33][C:28]([C:24]([CH3:27])([CH3:26])[CH3:25])=[CH:29][C:30]=2[N:35]=1)[C:2]1[CH:3]=[CH:4][CH:5]=[CH:6][CH:7]=1. (5) Given the reactants [OH:1][C@@H:2]1[CH2:7][N:6]([C:8]([C:10]2[CH:15]=[CH:14][CH:13]=[CH:12][C:11]=2[N:16]2[N:20]=[CH:19][CH:18]=[N:17]2)=[O:9])[C@H:5]([CH3:21])[CH2:4][CH2:3]1.C1(P(C2C=CC=CC=2)C2C=CC=CC=2)C=CC=CC=1.[N+:41]([C:44]1[CH:52]=[CH:51][C:47]([C:48](O)=[O:49])=[CH:46][CH:45]=1)([O-:43])=[O:42].CCOC(/N=N/C(OCC)=O)=O, predict the reaction product. The product is: [N+:41]([C:44]1[CH:45]=[CH:46][C:47]([C:48]([O:1][C@@H:2]2[CH2:3][CH2:4][C@@H:5]([CH3:21])[N:6]([C:8]([C:10]3[CH:15]=[CH:14][CH:13]=[CH:12][C:11]=3[N:16]3[N:20]=[CH:19][CH:18]=[N:17]3)=[O:9])[CH2:7]2)=[O:49])=[CH:51][CH:52]=1)([O-:43])=[O:42]. (6) Given the reactants [CH2:1]([N:8]1[C:12]([CH2:13][CH:14]([CH3:16])[CH3:15])=[CH:11][C:10]([C:17]([O:19]CC)=O)=[N:9]1)[C:2]1[CH:7]=[CH:6][CH:5]=[CH:4][CH:3]=1.[OH-].[NH4+:23], predict the reaction product. The product is: [CH2:1]([N:8]1[C:12]([CH2:13][CH:14]([CH3:16])[CH3:15])=[CH:11][C:10]([C:17]([NH2:23])=[O:19])=[N:9]1)[C:2]1[CH:7]=[CH:6][CH:5]=[CH:4][CH:3]=1. (7) Given the reactants [Li]CCCC.Br[C:7]1[CH:15]=[CH:14][C:10]2[O:11][CH2:12][O:13][C:9]=2[CH:8]=1.[O:16]1[C:20]2([CH2:25][CH2:24][C:23](=[O:26])[CH2:22][CH2:21]2)[O:19][CH2:18][CH2:17]1, predict the reaction product. The product is: [O:11]1[C:10]2[CH:14]=[CH:15][C:7]([C:23]3([OH:26])[CH2:24][CH2:25][C:20]4([O:19][CH2:18][CH2:17][O:16]4)[CH2:21][CH2:22]3)=[CH:8][C:9]=2[O:13][CH2:12]1. (8) The product is: [F:1][C:2]1[CH:10]=[C:9]([C:11]([F:14])([F:13])[F:12])[CH:8]=[CH:7][C:3]=1[C:4]([N:27]1[CH2:28][CH2:29][CH:30]([C:33]2[CH:34]=[CH:51][C:52]([C:20]([NH:22][C:23]([NH2:24])=[NH:62])=[O:21])=[CH:53][C:54]=2[C:55]([F:56])([F:57])[F:58])[CH2:31][CH2:32]1)=[O:6]. Given the reactants [F:1][C:2]1[CH:10]=[C:9]([C:11]([F:14])([F:13])[F:12])[CH:8]=[CH:7][C:3]=1[C:4]([OH:6])=O.N1([C:20]([N:22]2C=C[N:24]=[CH:23]2)=[O:21])C=CN=C1.[NH:27]1[CH2:32][CH:31]=[C:30]([C:33]2[C:54]([C:55]([F:58])([F:57])[F:56])=[CH:53][CH:52]=[CH:51][C:34]=2C(NC(NC(OCC2C=CC=CC=2)=O)=N)=O)[CH2:29][CH2:28]1.C([N:62](CC)C(C)C)(C)C, predict the reaction product.